This data is from Catalyst prediction with 721,799 reactions and 888 catalyst types from USPTO. The task is: Predict which catalyst facilitates the given reaction. (1) Reactant: [CH2:1]([OH:17])[CH2:2][CH2:3][CH2:4][CH2:5][CH2:6][CH2:7][CH2:8][CH2:9][CH2:10][CH2:11][CH2:12][CH2:13][CH2:14][C:15]#[CH:16].CC(C)=[O:20].OS(O)(=O)=O.O=[Cr](=O)=O.CC(O)C. Product: [C:1]([OH:20])(=[O:17])[CH2:2][CH2:3][CH2:4][CH2:5][CH2:6][CH2:7][CH2:8][CH2:9][CH2:10][CH2:11][CH2:12][CH2:13][CH2:14][C:15]#[CH:16]. The catalyst class is: 21. (2) Reactant: N([O-])=[O:2].[Na+].[N+]([O-])(O)=O.[Cl:9][C:10]1[CH:11]=[C:12]([C:16]2[C:25]3[C:20]4=[C:21]([CH2:41][CH2:42][N:19]4[C:18](=[O:43])[CH:17]=2)[CH:22]=[C:23]([CH:26]([C:34]2[CH:39]=[CH:38][C:37]([I:40])=[CH:36][CH:35]=2)[C:27]2[N:31]([CH3:32])[C:30](S)=[N:29][N:28]=2)[CH:24]=3)[CH:13]=[CH:14][CH:15]=1.C([O-])([O-])=O.[K+].[K+]. Product: [OH2:2].[Cl:9][C:10]1[CH:11]=[C:12]([C:16]2[C:25]3[C:20]4=[C:21]([CH2:41][CH2:42][N:19]4[C:18](=[O:43])[CH:17]=2)[CH:22]=[C:23]([CH:26]([C:34]2[CH:39]=[CH:38][C:37]([I:40])=[CH:36][CH:35]=2)[C:27]2[N:31]([CH3:32])[CH:30]=[N:29][N:28]=2)[CH:24]=3)[CH:13]=[CH:14][CH:15]=1. The catalyst class is: 20.